From a dataset of Catalyst prediction with 721,799 reactions and 888 catalyst types from USPTO. Predict which catalyst facilitates the given reaction. (1) Reactant: C(OC(=O)[NH:7][CH:8]1[CH2:13][CH2:12][N:11]([CH2:14][CH2:15][C:16]2[C:25]3[C:20](=[CH:21][CH:22]=[C:23]([O:26][CH3:27])[CH:24]=3)[N:19]=[CH:18][C:17]=2[Cl:28])[CH2:10][CH2:9]1)(C)(C)C.C(O)(C(F)(F)F)=O. Product: [Cl:28][C:17]1[CH:18]=[N:19][C:20]2[C:25]([C:16]=1[CH2:15][CH2:14][N:11]1[CH2:10][CH2:9][CH:8]([NH2:7])[CH2:13][CH2:12]1)=[CH:24][C:23]([O:26][CH3:27])=[CH:22][CH:21]=2. The catalyst class is: 2. (2) Reactant: S1C=CC(CC=O)=C1.[S:9]1[CH:13]=[CH:12][C:11]([C:14]2[CH:15]=[C:16]([CH2:20][CH2:21][OH:22])[CH:17]=[CH:18][CH:19]=2)=[CH:10]1. Product: [S:9]1[CH:13]=[CH:12][C:11]([C:14]2[CH:15]=[C:16]([CH2:20][CH:21]=[O:22])[CH:17]=[CH:18][CH:19]=2)=[CH:10]1. The catalyst class is: 158. (3) The catalyst class is: 1. Reactant: [H-].[H-].[H-].[H-].[Li+].[Al+3].[C:7]([NH:15][C:16]1([CH2:20][C:21]([NH2:23])=O)[CH2:19][CH2:18][CH2:17]1)(=O)[C:8]1[CH:13]=[CH:12][CH:11]=[CH:10][CH:9]=1.O. Product: [CH2:7]([NH:15][C:16]1([CH2:20][CH2:21][NH2:23])[CH2:19][CH2:18][CH2:17]1)[C:8]1[CH:13]=[CH:12][CH:11]=[CH:10][CH:9]=1. (4) Reactant: [F:1][C:2]1[CH:3]=[N:4][C:5]([NH:8][C:9]2[S:10][C:11]3[CH2:17][CH2:16][N:15]([CH2:18][CH2:19][N:20]4[CH2:25][CH2:24][NH:23][CH2:22][CH2:21]4)[C:14]4=[N:26][N:27]([CH2:29][C:30]5[CH:35]=[CH:34][C:33]([O:36][CH3:37])=[CH:32][CH:31]=5)[CH:28]=[C:13]4[C:12]=3[N:38]=2)=[N:6][CH:7]=1.[CH3:39][C:40](=O)[CH3:41].[BH-](OC(C)=O)(OC(C)=O)OC(C)=O.[Na+]. Product: [F:1][C:2]1[CH:3]=[N:4][C:5]([NH:8][C:9]2[S:10][C:11]3[CH2:17][CH2:16][N:15]([CH2:18][CH2:19][N:20]4[CH2:21][CH2:22][N:23]([CH:40]([CH3:41])[CH3:39])[CH2:24][CH2:25]4)[C:14]4=[N:26][N:27]([CH2:29][C:30]5[CH:35]=[CH:34][C:33]([O:36][CH3:37])=[CH:32][CH:31]=5)[CH:28]=[C:13]4[C:12]=3[N:38]=2)=[N:6][CH:7]=1. The catalyst class is: 2. (5) Reactant: [CH3:1][O:2][C:3](=[O:31])[CH2:4][C@H:5]([C:25]1[S:26][C:27](Br)=[CH:28][CH:29]=1)[NH:6][C:7]([C:9]1[C:10](=[O:24])[N:11]([CH2:15][C:16]2[CH:21]=[CH:20][C:19]([F:22])=[C:18]([F:23])[CH:17]=2)[CH:12]=[CH:13][CH:14]=1)=[O:8].[C:32]1([S:38]([N:41]2[C:45]3=[N:46][CH:47]=[CH:48][CH:49]=[C:44]3[C:43](B3OC(C)(C)C(C)(C)O3)=[CH:42]2)(=[O:40])=[O:39])[CH:37]=[CH:36][CH:35]=[CH:34][CH:33]=1.ClCCl.O1CCOCC1.C(=O)([O-])[O-].[Na+].[Na+]. Product: [CH3:1][O:2][C:3](=[O:31])[CH2:4][C@H:5]([C:25]1[S:26][C:27]([C:43]2[C:44]3[C:45](=[N:46][CH:47]=[CH:48][CH:49]=3)[N:41]([S:38]([C:32]3[CH:33]=[CH:34][CH:35]=[CH:36][CH:37]=3)(=[O:40])=[O:39])[CH:42]=2)=[CH:28][CH:29]=1)[NH:6][C:7]([C:9]1[C:10](=[O:24])[N:11]([CH2:15][C:16]2[CH:21]=[CH:20][C:19]([F:22])=[C:18]([F:23])[CH:17]=2)[CH:12]=[CH:13][CH:14]=1)=[O:8]. The catalyst class is: 587. (6) The catalyst class is: 5. Reactant: C[Si]([C:5]#[C:6][C:7]1[CH:8]=[C:9]([CH:12]=[CH:13][CH:14]=1)[CH:10]=[O:11])(C)C.[F-].[K+].[BH4-].[Na+]. Product: [C:6]([C:7]1[CH:8]=[C:9]([CH2:10][OH:11])[CH:12]=[CH:13][CH:14]=1)#[CH:5]. (7) The catalyst class is: 1. Product: [Br:3][C:4]1[CH:9]=[CH:8][CH:7]=[CH:6][C:5]=1[CH:10]([O:11][CH2:34][CH2:35][CH2:36][O:37][CH3:38])[CH:12]1[CH2:17][CH2:16][CH2:15][N:14]([S:18]([CH2:21][CH2:22][Si:23]([CH3:26])([CH3:25])[CH3:24])(=[O:19])=[O:20])[CH2:13]1. Reactant: [H-].[Na+].[Br:3][C:4]1[CH:9]=[CH:8][CH:7]=[CH:6][C:5]=1[CH:10]([CH:12]1[CH2:17][CH2:16][CH2:15][N:14]([S:18]([CH2:21][CH2:22][Si:23]([CH3:26])([CH3:25])[CH3:24])(=[O:20])=[O:19])[CH2:13]1)[OH:11].[H][H].CS(O[CH2:34][CH2:35][CH2:36][O:37][CH3:38])(=O)=O.